Predict the reactants needed to synthesize the given product. From a dataset of Full USPTO retrosynthesis dataset with 1.9M reactions from patents (1976-2016). (1) Given the product [F:1][C:2]1[CH:7]=[CH:6][CH:5]=[C:4]([OH:8])[C:3]=1[C:9]1[N:18]=[C:17]([N:19]2[CH2:24][CH2:23][N:22]([C:31]([O:33][CH2:34][C:35]3[CH:40]=[CH:39][N:38]=[CH:37][CH:36]=3)=[O:32])[CH2:21][CH2:20]2)[C:16]2[C:11](=[CH:12][C:13]([CH3:25])=[CH:14][CH:15]=2)[N:10]=1, predict the reactants needed to synthesize it. The reactants are: [F:1][C:2]1[C:3]([C:9]2[N:18]=[C:17]([N:19]3[CH2:24][CH2:23][NH:22][CH2:21][CH2:20]3)[C:16]3[C:11](=[CH:12][C:13]([CH3:25])=[CH:14][CH:15]=3)[N:10]=2)=[C:4]([OH:8])[CH:5]=[CH:6][CH:7]=1.N1([C:31]([O:33][CH2:34][C:35]2[CH:40]=[CH:39][N:38]=[CH:37][CH:36]=2)=[O:32])C=CN=C1.C(N(CC)CC)C. (2) The reactants are: [O:1]1[C:6]2[CH:7]=[CH:8][CH:9]=[CH:10][C:5]=2[O:4][CH2:3][C@@H:2]1[C:11]([N:13]1[CH2:18][CH2:17][CH2:16][C@@H:15]([C:19]2[CH:24]=[CH:23][C:22]([C:25]([F:28])([F:27])[F:26])=[CH:21][CH:20]=2)[CH2:14]1)=O. Given the product [O:1]1[C:6]2[CH:7]=[CH:8][CH:9]=[CH:10][C:5]=2[O:4][CH2:3][C@@H:2]1[CH2:11][N:13]1[CH2:18][CH2:17][CH2:16][C@@H:15]([C:19]2[CH:20]=[CH:21][C:22]([C:25]([F:27])([F:26])[F:28])=[CH:23][CH:24]=2)[CH2:14]1, predict the reactants needed to synthesize it. (3) Given the product [N:1]([C@H:4]1[CH2:9][CH2:8][CH2:7][CH2:6][C@H:5]1[N:10]1[CH2:14][CH2:13][C@@H:12]([NH2:15])[CH2:11]1)=[N+:2]=[N-:3], predict the reactants needed to synthesize it. The reactants are: [N:1]([C@H:4]1[CH2:9][CH2:8][CH2:7][CH2:6][C@H:5]1[N:10]1[CH2:14][CH2:13][C@@H:12]([NH:15]C(=O)OC(C)(C)C)[CH2:11]1)=[N+:2]=[N-:3].